Dataset: TCR-epitope binding with 47,182 pairs between 192 epitopes and 23,139 TCRs. Task: Binary Classification. Given a T-cell receptor sequence (or CDR3 region) and an epitope sequence, predict whether binding occurs between them. (1) The epitope is LPPIVAKEI. The TCR CDR3 sequence is CASQRGNSYNEQFF. Result: 0 (the TCR does not bind to the epitope). (2) The epitope is LLLGIGILV. The TCR CDR3 sequence is CASSHGEGLAVSYNEQFF. Result: 1 (the TCR binds to the epitope). (3) The epitope is KLNVGDYFV. The TCR CDR3 sequence is CSARAGDTQYF. Result: 1 (the TCR binds to the epitope). (4) The epitope is LLQTGIHVRVSQPSL. The TCR CDR3 sequence is CASSLRQGDTEAFF. Result: 0 (the TCR does not bind to the epitope). (5) The epitope is LPPAYTNSF. The TCR CDR3 sequence is CSPRRDNEQFF. Result: 1 (the TCR binds to the epitope). (6) The epitope is IYSKHTPINL. The TCR CDR3 sequence is CASSLRIGRNYNEQFF. Result: 0 (the TCR does not bind to the epitope). (7) The epitope is NEGVKAAW. The TCR CDR3 sequence is CATSSPNSAGGYNEQFF. Result: 0 (the TCR does not bind to the epitope). (8) The TCR CDR3 sequence is CASSVGPGQEIHTDTQYF. Result: 0 (the TCR does not bind to the epitope). The epitope is IYSKHTPINL. (9) The epitope is GTITSGWTF. The TCR CDR3 sequence is CASSPGLAFADTQYF. Result: 1 (the TCR binds to the epitope).